Dataset: Catalyst prediction with 721,799 reactions and 888 catalyst types from USPTO. Task: Predict which catalyst facilitates the given reaction. (1) Reactant: [CH3:1][C:2]1([C:6]#[C:7][C:8]2[CH:9]=[C:10]3[C@@:21]4([CH2:25][S:24][C:23]([NH:26]C(=O)OC(C)(C)C)=[N:22]4)[C:20]4[C:15](=[N:16][CH:17]=[C:18]([C:34]5[CH:35]=[N:36][C:37]([CH3:40])=[CH:38][CH:39]=5)[CH:19]=4)[O:14][C:11]3=[CH:12][CH:13]=2)[CH2:5][O:4][CH2:3]1.C(O)(C(F)(F)F)=O. The catalyst class is: 2. Product: [CH3:1][C:2]1([C:6]#[C:7][C:8]2[CH:9]=[C:10]3[C@@:21]4([CH2:25][S:24][C:23]([NH2:26])=[N:22]4)[C:20]4[C:15](=[N:16][CH:17]=[C:18]([C:34]5[CH:35]=[N:36][C:37]([CH3:40])=[CH:38][CH:39]=5)[CH:19]=4)[O:14][C:11]3=[CH:12][CH:13]=2)[CH2:3][O:4][CH2:5]1. (2) Reactant: [O:1]1[C:5]2[CH:6]=[CH:7][C:8]([O:10][C:11]3[N:32]=[CH:31][CH:30]=[CH:29][C:12]=3[C:13]([NH:15][CH2:16][C:17]3[CH:22]=[CH:21][C:20]([O:23][CH:24]([C:26]#[N:27])[CH3:25])=[CH:19][C:18]=3[F:28])=[O:14])=[CH:9][C:4]=2[O:3][CH2:2]1.C([Sn](=O)CCCC)CCC.C[Si]([N:47]=[N+:48]=[N-:49])(C)C. Product: [O:1]1[C:5]2[CH:6]=[CH:7][C:8]([O:10][C:11]3[N:32]=[CH:31][CH:30]=[CH:29][C:12]=3[C:13]([NH:15][CH2:16][C:17]3[CH:22]=[CH:21][C:20]([O:23][CH:24]([C:26]4[NH:49][N:48]=[N:47][N:27]=4)[CH3:25])=[CH:19][C:18]=3[F:28])=[O:14])=[CH:9][C:4]=2[O:3][CH2:2]1. The catalyst class is: 224. (3) Reactant: [CH3:1][O:2][C:3]1[C:8]([C:9]2[CH:14]=[CH:13][N:12]=[CH:11][C:10]=2[NH:15][CH2:16][C:17]([F:20])([F:19])[F:18])=[CH:7][CH:6]=[CH:5][N:4]=1.[F:21][C:22]([F:37])([F:36])[C:23]1[CH:24]=[C:25]([CH:29]=[C:30]([C:32]([F:35])([F:34])[F:33])[CH:31]=1)[C:26](Cl)=[O:27]. Product: [CH3:1][O:2][C:3]1[C:8]([C:9]2[CH:14]=[CH:13][N:12]=[CH:11][C:10]=2[N:15]([CH2:16][C:17]([F:18])([F:20])[F:19])[C:26](=[O:27])[C:25]2[CH:29]=[C:30]([C:32]([F:33])([F:34])[F:35])[CH:31]=[C:23]([C:22]([F:21])([F:36])[F:37])[CH:24]=2)=[CH:7][CH:6]=[CH:5][N:4]=1. The catalyst class is: 243. (4) Reactant: [OH:1][C@@H:2]1[CH2:6][O:5][CH2:4][C@H:3]1[O:7][C:8]1[CH:15]=[CH:14][C:11]([CH:12]=[O:13])=[CH:10][CH:9]=1.[C:16]([Si:20]([CH3:23])([CH3:22])Cl)([CH3:19])([CH3:18])[CH3:17].C(N(CC)CC)C. Product: [Si:20]([O:1][C@@H:2]1[CH2:6][O:5][CH2:4][C@H:3]1[O:7][C:8]1[CH:9]=[CH:10][C:11]([CH:12]=[O:13])=[CH:14][CH:15]=1)([C:16]([CH3:19])([CH3:18])[CH3:17])([CH3:23])[CH3:22]. The catalyst class is: 4. (5) Reactant: [Br-].[CH2:2]([P+](C1C=CC=CC=1)(C1C=CC=CC=1)C1C=CC=CC=1)[CH:3]([CH3:5])[CH3:4].C([Li])CCC.CCCCCC.[CH3:36][C:37]1[CH:51]=[C:50]([N+:52]([O-:54])=[O:53])[CH:49]=[CH:48][C:38]=1[O:39][C:40]1[CH:41]=[C:42]([CH:45]=[CH:46][CH:47]=1)[CH:43]=O.[Cl-].[NH4+]. Product: [CH3:36][C:37]1[CH:51]=[C:50]([N+:52]([O-:54])=[O:53])[CH:49]=[CH:48][C:38]=1[O:39][C:40]1[CH:47]=[CH:46][CH:45]=[C:42]([CH:43]=[CH:2][CH:3]([CH3:5])[CH3:4])[CH:41]=1. The catalyst class is: 7.